From a dataset of Full USPTO retrosynthesis dataset with 1.9M reactions from patents (1976-2016). Predict the reactants needed to synthesize the given product. The reactants are: [CH2:1]([O:3][C:4](=[O:14])[CH2:5][C:6]1[CH:11]=[CH:10][C:9]([OH:12])=[C:8]([Br:13])[CH:7]=1)[CH3:2].C(=O)([O-])[O-].[Cs+].[Cs+].[CH2:21](Br)[C:22]1[CH:27]=[CH:26][CH:25]=[CH:24][CH:23]=1. Given the product [CH2:1]([O:3][C:4](=[O:14])[CH2:5][C:6]1[CH:11]=[CH:10][C:9]([O:12][CH2:21][C:22]2[CH:27]=[CH:26][CH:25]=[CH:24][CH:23]=2)=[C:8]([Br:13])[CH:7]=1)[CH3:2], predict the reactants needed to synthesize it.